From a dataset of Catalyst prediction with 721,799 reactions and 888 catalyst types from USPTO. Predict which catalyst facilitates the given reaction. (1) Reactant: [C:1]([C@H:3]1[CH2:8][CH2:7][C@H:6]([CH2:9][NH:10]C(=O)OC(C)(C)C)[CH2:5][CH2:4]1)#[N:2].FC(F)(F)C(O)=O. Product: [NH2:10][CH2:9][C@H:6]1[CH2:7][CH2:8][C@H:3]([C:1]#[N:2])[CH2:4][CH2:5]1. The catalyst class is: 4. (2) Reactant: C[O:2][C:3]([C:5]1[C:6]([CH:17]2[CH2:19][CH2:18]2)=[N:7][C:8]([CH3:16])=[C:9]([OH:15])[C:10]=1[C:11](OC)=[O:12])=O.[H-].[H-].[H-].[H-].[Li+].[Al+3]. Product: [CH:17]1([C:6]2[N:7]=[C:8]([CH3:16])[C:9]([OH:15])=[C:10]([CH2:11][OH:12])[C:5]=2[CH2:3][OH:2])[CH2:18][CH2:19]1. The catalyst class is: 7.